This data is from Experimentally validated miRNA-target interactions with 360,000+ pairs, plus equal number of negative samples. The task is: Binary Classification. Given a miRNA mature sequence and a target amino acid sequence, predict their likelihood of interaction. (1) The miRNA is hsa-miR-6789-5p with sequence GUAGGGGCGUCCCGGGCGCGCGGG. The protein sequence of the target gene is MIPEFLLASCTLATLCHSAPFSLQPEEQKVLVVSFDGFRWDYLYKVPTPHFHYIMKNGVHVNQVTNVFITKTYPNHYTLVTGLFAENHGIVANDMFDPILNKSFSLEHMDIYDSKFWEEATPIWITNQRAGHASGAAMWPGADVKIHDSFPTYYLPYNESVSFEDRVAKIIEWFTAKDPINLGFLYWEEPDDTGHDVGPDSPLMGSVISDVDHKLGYLIKMLKRAKLWNNVNLIVTSDHGMTQCSKQRVIELDRYLDKEHYTLIDHSPVAAILPKEGKFDEVYDALAGAHPNLTVYKKEE.... Result: 0 (no interaction). (2) The miRNA is hsa-miR-554 with sequence GCUAGUCCUGACUCAGCCAGU. The protein sequence of the target gene is MASHVDLLTELQLLEKVPTLERLRAAQKRRAQQLKKWAQYEQDLQHRKRKHERKRSTGGRRKKVSFEASVALLEASLRNDAEEVRYFLKNKVSPDLCNEDGLTALHQCCIDNFEEIVKLLLSHGANVNAKDNELWTPLHAAATCGHINLVKILVQYGADLLAVNSDGNMPYDLCEDEPTLDVIETCMAYQGITQEKINEMRVAPEQQMIADIHCMIAAGQDLDWIDAQGATLLHIAGANGYLRAAELLLDHGVRVDVKDWDGWEPLHAAAFWGQMQMAELLVSHGASLSARTSMDEMPID.... Result: 0 (no interaction). (3) The miRNA is hsa-miR-378b with sequence ACUGGACUUGGAGGCAGAA. The protein sequence of the target gene is MSCGNEFVETLKKIGYPKADNLNGEDFDWLFEGVEDESFLKWFCGNVNEQNVLSERELEAFSILQKSGKPILEGAALDEALKTCKTSDLKTPRLDDKELEKLEDEVQTLLKLKNLKIQRRNKCQLMASVTSHKSLRLNAKEEEATKKLKQSQGILNAMITKISNELQALTDEVTQLMMFFRHSNLGQGTNPLVFLSQFSLEKYLSQEEQSTAALTLYTKKQFFQGIHEVVESSNEDNFQLLDIQTPSICDNQEILEERRLEMARLQLAYICAQHQLIHLKASNSSMKSSIKWAEESLHSL.... Result: 1 (interaction). (4) The miRNA is hsa-miR-577 with sequence UAGAUAAAAUAUUGGUACCUG. The protein sequence of the target gene is MSAEVKVTGQNQEQFLLLAKSAKGAALATLIHQVLEAPGVYVFGELLDMPNVRELAESDFASTFRLLTVFAYGTYADYLAEARNLPPLTEAQKNKLRHLSVVTLAAKVKCIPYAVLLEALALRNVRQLEDLVIEAVYADVLRGSLDQRNQRLEVDYSIGRDIQRQDLSAIARTLQEWCVGCEVVLSGIEEQVSRANQHKEQQLGLKQQIESEVANLKKTIKVTTAAAAAATSQDPEQHLTELREPAPGTNQRQPSKKASKGKGLRGSAKIWSKSN. Result: 0 (no interaction). (5) The miRNA is mmu-miR-879-5p with sequence AGAGGCUUAUAGCUCUAAGCC. The protein sequence of the target gene is MGARMPRRCLLLLSCFCLLRVESTAEVQHQASALTWKISAELQQEPAPEPSHTYQEMSLAVEDVTTVMEGQEAEALAASAMSSWERRLHRAKCAPSYLFSCFNGGECVHPALCDCRRFNATGPRCQLVYNVGPERDSICRTWGQHHVETFDGLYYYFSGKGSYTLVGHHEPEGQSFSIQVHNDPQCGSAHYTCPRSVSLFLSGEREICLAKEVTHGGVRVQLPQVVGGVQLQQLAGYVIARHPSAFTLAWDGISAIYIKMSPEFLGWTHGLCGNNNADPQDDLVTSYGKVTDDVGEFVHS.... Result: 0 (no interaction).